From a dataset of Retrosynthesis with 50K atom-mapped reactions and 10 reaction types from USPTO. Predict the reactants needed to synthesize the given product. (1) Given the product Nc1ccc(-c2ccc(Cn3ccnc3)cn2)cc1, predict the reactants needed to synthesize it. The reactants are: Brc1ccc(Cn2ccnc2)cn1.Nc1ccc(B(O)O)cc1. (2) Given the product CN(N)C(=S)Nc1ccc([N+](=O)[O-])cc1Cl, predict the reactants needed to synthesize it. The reactants are: CNN.O=[N+]([O-])c1ccc(N=C=S)c(Cl)c1. (3) Given the product CC(C)Oc1ccc(S(C)(=O)=O)cc1C(=O)N1CCN(c2nc3c(O)cccc3s2)CC1, predict the reactants needed to synthesize it. The reactants are: CC(C)Oc1ccc(S(C)(=O)=O)cc1C(=O)O.Oc1cccc2sc(N3CCNCC3)nc12. (4) Given the product COCn1c(=O)sc2cc(C(C)c3ccn[nH]3)ccc21, predict the reactants needed to synthesize it. The reactants are: C=C(c1ccc2c(c1)sc(=O)n2COC)c1ccn[nH]1. (5) Given the product CC(NC(=O)c1ccc(C(=O)N2CCc3sccc3C2)c(Cl)c1)c1nc2cc(Cl)ccc2[nH]1, predict the reactants needed to synthesize it. The reactants are: CC(NC(=O)c1ccc(C(=O)O)c(Cl)c1)c1nc2cc(Cl)ccc2[nH]1.c1cc2c(s1)CCNC2.